Dataset: Catalyst prediction with 721,799 reactions and 888 catalyst types from USPTO. Task: Predict which catalyst facilitates the given reaction. Reactant: C([O:3][C:4]([CH:6]1[CH2:10][CH2:9][S:8](=[O:12])(=[O:11])[N:7]1[CH2:13][C:14]1[N:15]=[C:16]([CH2:19][O:20][C:21]2[CH:26]=[CH:25][C:24]([C:27]3[CH:32]=[C:31]([F:33])[C:30]([F:34])=[CH:29][C:28]=3[F:35])=[CH:23][CH:22]=2)[S:17][CH:18]=1)=[O:5])C.O.[OH-].[Li+].C1COCC1.Cl. Product: [O:12]=[S:8]1(=[O:11])[CH2:9][CH2:10][CH:6]([C:4]([OH:5])=[O:3])[N:7]1[CH2:13][C:14]1[N:15]=[C:16]([CH2:19][O:20][C:21]2[CH:26]=[CH:25][C:24]([C:27]3[CH:32]=[C:31]([F:33])[C:30]([F:34])=[CH:29][C:28]=3[F:35])=[CH:23][CH:22]=2)[S:17][CH:18]=1. The catalyst class is: 6.